This data is from Forward reaction prediction with 1.9M reactions from USPTO patents (1976-2016). The task is: Predict the product of the given reaction. (1) Given the reactants F[C:2]1[CH:7]=[CH:6][C:5]([C:8]2[O:9][C:10]3[CH:16]=[CH:15][CH:14]=[CH:13][C:11]=3[N:12]=2)=[CH:4][C:3]=1[N+:17]([O-])=O.C(=O)([O-])[O-].[K+].[K+].[CH3:26][O:27][CH2:28][CH2:29][NH2:30].[H][H], predict the reaction product. The product is: [CH3:26][O:27][CH2:28][CH2:29][NH:30][C:2]1[CH:7]=[CH:6][C:5]([C:8]2[O:9][C:10]3[CH:16]=[CH:15][CH:14]=[CH:13][C:11]=3[N:12]=2)=[CH:4][C:3]=1[NH2:17]. (2) Given the reactants [CH3:1][N:2]([CH3:25])[CH2:3][CH2:4][NH:5][C:6]1[C:18]2[C:17](=O)[C:16]3[CH:15]=[N:14][CH:13]=[CH:12][C:11]=3[C:10]=2[C:9]2[CH:20]=[CH:21][C:22]([OH:24])=[CH:23][C:8]=2[N:7]=1.Cl.[OH:27][NH3+:28], predict the reaction product. The product is: [CH3:25][N:2]([CH3:1])[CH2:3][CH2:4][NH:5][C:6]1[C:18]2[C:17](=[N:28][OH:27])[C:16]3[CH:15]=[N:14][CH:13]=[CH:12][C:11]=3[C:10]=2[C:9]2[CH:20]=[CH:21][C:22]([OH:24])=[CH:23][C:8]=2[N:7]=1. (3) Given the reactants [C:1]([N:4]1[C:12]2[C:7](=[CH:8][C:9]([C:13](=[O:15])[CH3:14])=[CH:10][CH:11]=2)[CH2:6][C:5]1=[O:16])(=[O:3])[CH3:2].[CH2:17]([N:19]([CH2:22][C:23]1[CH:31]=[CH:30][C:26]([C:27](O)=[O:28])=[CH:25][CH:24]=1)[CH2:20][CH3:21])[CH3:18], predict the reaction product. The product is: [C:1]([N:4]1[C:12]2[C:7](=[CH:8][C:9]([C:13](=[O:15])[CH3:14])=[CH:10][CH:11]=2)[C:6](=[C:27]([C:26]2[CH:30]=[CH:31][C:23]([CH2:22][N:19]([CH2:20][CH3:21])[CH2:17][CH3:18])=[CH:24][CH:25]=2)[OH:28])[C:5]1=[O:16])(=[O:3])[CH3:2]. (4) Given the reactants [N+:1]([C:4]1[CH:9]=[CH:8][CH:7]=[CH:6][C:5]=1[C:10]1[O:14][C:13]([C:15]2[CH:25]=[CH:24][C:18]([C:19]([O:21][CH2:22][CH3:23])=[O:20])=[CH:17][CH:16]=2)=[N:12][N:11]=1)([O-])=O, predict the reaction product. The product is: [NH2:1][C:4]1[CH:9]=[CH:8][CH:7]=[CH:6][C:5]=1[C:10]1[O:14][C:13]([C:15]2[CH:25]=[CH:24][C:18]([C:19]([O:21][CH2:22][CH3:23])=[O:20])=[CH:17][CH:16]=2)=[N:12][N:11]=1. (5) Given the reactants [NH2:1][C:2]1[NH:6][N:5]=[CH:4][C:3]=1[C:7]([OH:9])=[O:8].[Br:10][CH:11]([CH:14]=O)[CH:12]=O, predict the reaction product. The product is: [Br:10][C:11]1[CH:12]=[N:1][C:2]2[N:6]([N:5]=[CH:4][C:3]=2[C:7]([OH:9])=[O:8])[CH:14]=1. (6) Given the reactants [CH:1]1[C:13]2[CH2:12][C:11]3[C:6](=[CH:7][CH:8]=[CH:9][CH:10]=3)[C:5]=2[CH:4]=[CH:3][CH:2]=1.C=O.O.[C:17](=O)(O)[O-:18].[Na+], predict the reaction product. The product is: [C:1]1([CH2:17][OH:18])[C:13]2[CH2:12][C:11]3[C:6](=[CH:7][CH:8]=[CH:9][CH:10]=3)[C:5]=2[CH:4]=[CH:3][CH:2]=1. (7) Given the reactants [F:1][C:2]1[CH:7]=[C:6]([I:8])[CH:5]=[CH:4][C:3]=1[NH:9][C:10]1[N:15]([CH3:16])[C:14](=[O:17])[C:13]2[CH2:18][C:19]([CH3:22])([CH3:21])[CH2:20][C:12]=2[C:11]=1[C:23](OCC)=[O:24].[Si:28]([O:35][CH2:36][CH2:37][O:38][NH2:39])([C:31]([CH3:34])([CH3:33])[CH3:32])([CH3:30])[CH3:29].[Li+].C[Si]([N-][Si](C)(C)C)(C)C, predict the reaction product. The product is: [Si:28]([O:35][CH2:36][CH2:37][O:38][NH:39][C:23]([C:11]1[C:12]2[CH2:20][C:19]([CH3:22])([CH3:21])[CH2:18][C:13]=2[C:14](=[O:17])[N:15]([CH3:16])[C:10]=1[NH:9][C:3]1[CH:4]=[CH:5][C:6]([I:8])=[CH:7][C:2]=1[F:1])=[O:24])([C:31]([CH3:34])([CH3:33])[CH3:32])([CH3:30])[CH3:29]. (8) The product is: [NH2:1][C:2]1[N:7]=[C:6]([C:8]2[CH:9]=[C:10]3[C:11]([C:12]([NH2:13])=[N:35][NH:36]3)=[CH:14][CH:15]=2)[CH:5]=[C:4]([N:17]2[CH2:22][CH2:21][O:34][CH:19]([C:23]3[NH:24][C:25]4[CH:31]=[CH:30][C:29]([O:37][CH3:38])=[CH:28][C:26]=4[N:27]=3)[CH2:18]2)[N:3]=1. Given the reactants [NH2:1][C:2]1[N:7]=[C:6]([C:8]2[CH:15]=[CH:14][C:11]([C:12]#[N:13])=[C:10](F)[CH:9]=2)[CH:5]=[C:4]([N:17]2[CH2:22][CH2:21]O[CH:19]([C:23]3[NH:27][C:26]4[CH:28]=[CH:29][C:30](OC)=[CH:31][C:25]=4[N:24]=3)[CH2:18]2)[N:3]=1.[OH2:34].[NH2:35][NH2:36].[OH2:37].[CH2:38](O)C, predict the reaction product. (9) Given the reactants ClC1N=CC([CH2:8][NH:9][C:10](=[O:32])[CH2:11][C@@H:12]2[CH2:23][CH:22]=[CH:21][CH2:20][CH2:19][C:18](=[O:24])[O:17][C@H:16]([C:25]3[CH:30]=[CH:29][CH:28]=[CH:27][CH:26]=3)[CH2:15][NH:14][C:13]2=[O:31])=CC=1.[C:33]1([N:39]2[CH2:44]CN[CH2:41][CH2:40]2)[CH:38]=[CH:37][CH:36]=[CH:35][CH:34]=1, predict the reaction product. The product is: [O:32]=[C:10]([N:9]1[CH2:8][CH2:44][N:39]([C:33]2[CH:38]=[CH:37][CH:36]=[CH:35][CH:34]=2)[CH2:40][CH2:41]1)[CH2:11][C@@H:12]1[CH2:23][CH:22]=[CH:21][CH2:20][CH2:19][C:18](=[O:24])[O:17][C@H:16]([C:25]2[CH:30]=[CH:29][CH:28]=[CH:27][CH:26]=2)[CH2:15][NH:14][C:13]1=[O:31].